Task: Predict the product of the given reaction.. Dataset: Forward reaction prediction with 1.9M reactions from USPTO patents (1976-2016) (1) Given the reactants Cl[C:2]1[N:7]=[C:6]2[CH:8]=[C:9]([C:20]3[O:21][CH:22]=[CH:23][N:24]=3)[N:10]([S:11]([C:14]3[CH:19]=[CH:18][CH:17]=[CH:16][CH:15]=3)(=[O:13])=[O:12])[C:5]2=[CH:4][CH:3]=1.[NH:25]([C:34]([O:36][C:37]([CH3:40])([CH3:39])[CH3:38])=[O:35])[NH:26][C:27]([O:29][C:30]([CH3:33])([CH3:32])[CH3:31])=[O:28].C([O-])([O-])=O.[Cs+].[Cs+], predict the reaction product. The product is: [O:21]1[CH:22]=[CH:23][N:24]=[C:20]1[C:9]1[N:10]([S:11]([C:14]2[CH:19]=[CH:18][CH:17]=[CH:16][CH:15]=2)(=[O:13])=[O:12])[C:5]2[C:6](=[N:7][C:2]([N:25]([C:34]([O:36][C:37]([CH3:40])([CH3:39])[CH3:38])=[O:35])[NH:26][C:27]([O:29][C:30]([CH3:31])([CH3:32])[CH3:33])=[O:28])=[CH:3][CH:4]=2)[CH:8]=1.[O:21]1[CH:22]=[CH:23][N:24]=[C:20]1[C:9]1[NH:10][C:5]2[C:6](=[N:7][C:2]([N:25]([C:34]([O:36][C:37]([CH3:40])([CH3:39])[CH3:38])=[O:35])[NH:26][C:27]([O:29][C:30]([CH3:31])([CH3:32])[CH3:33])=[O:28])=[CH:3][CH:4]=2)[CH:8]=1. (2) Given the reactants C(Cl)Cl.[CH3:4][O:5][C:6]1[C:7]([CH2:19][C@@H:20]2[O:22][C@:21]2([CH2:24][CH2:25][CH2:26][C:27]([O:30][CH3:31])([CH3:29])[CH3:28])[CH3:23])([CH2:14][CH:15]=[C:16]([CH3:18])[CH3:17])[C:8]([O:12][CH3:13])=[CH:9][CH2:10][CH:11]=1.N1C(C)=CC=CC=1C.FC(F)(F)S(O[Si](C)(C)C)(=O)=O, predict the reaction product. The product is: [CH3:13][O:12][C:8]1[C@@:7]2([CH2:14][CH:15]=[C:16]([CH3:18])[CH3:17])[CH2:19][CH:20]3[O:22][C@@:6]2([O:5][CH3:4])[C@H:11]([CH2:10][CH:9]=1)[C@@:21]3([CH2:24][CH2:25][CH2:26][C:27]([O:30][CH3:31])([CH3:29])[CH3:28])[CH3:23].